From a dataset of Peptide-MHC class I binding affinity with 185,985 pairs from IEDB/IMGT. Regression. Given a peptide amino acid sequence and an MHC pseudo amino acid sequence, predict their binding affinity value. This is MHC class I binding data. (1) The peptide sequence is QLLEAVYGN. The MHC is HLA-A02:01 with pseudo-sequence HLA-A02:01. The binding affinity (normalized) is 0.0777. (2) The peptide sequence is MAFILGIIIT. The MHC is HLA-A68:02 with pseudo-sequence HLA-A68:02. The binding affinity (normalized) is 0.210. (3) The peptide sequence is AMQSPKKTGML. The MHC is Mamu-B03 with pseudo-sequence Mamu-B03. The binding affinity (normalized) is 0.236.